Task: Regression/Classification. Given a drug SMILES string, predict its toxicity properties. Task type varies by dataset: regression for continuous values (e.g., LD50, hERG inhibition percentage) or binary classification for toxic/non-toxic outcomes (e.g., AMES mutagenicity, cardiotoxicity, hepatotoxicity). Dataset: ames.. Dataset: Ames mutagenicity test results for genotoxicity prediction (1) The drug is CCCCCCCCn1sccc1=O. The result is 0 (non-mutagenic). (2) The compound is Cc1cc([N+](=O)[O-])cc2ccccc12. The result is 1 (mutagenic). (3) The molecule is O=C(/N=c1\sn(C(=O)c2cccc(Cl)c2)c2ccc([N+](=O)[O-])cc12)c1cccc(Cl)c1. The result is 1 (mutagenic). (4) The result is 0 (non-mutagenic). The compound is CC1(C)S[C@@H]2[C@@H](NC(=O)[C@@H](N)c3ccccc3)C(=O)N2[C@H]1C(=O)O. (5) The compound is CCOC(=O)C1OC1(C)c1ccccc1. The result is 0 (non-mutagenic). (6) The compound is O=[N+]([O-])c1ccc2nc3cc([N+](=O)[O-])ccc3nc2c1. The result is 1 (mutagenic). (7) The molecule is CN(C)C(=O)Oc1ccc[n+](C)c1. The result is 0 (non-mutagenic). (8) The compound is N#Cc1cccc2c([N+](=O)[O-])cccc12. The result is 1 (mutagenic). (9) The drug is NC(=O)CBr. The result is 0 (non-mutagenic).